This data is from Reaction yield outcomes from USPTO patents with 853,638 reactions. The task is: Predict the reaction yield, written as a fraction of the theoretical maximum amount of product (1.0 means a 100% yield; for example, 0.34 means a 34% yield). The reactants are C(OC(=O)[NH:7][C:8]1[CH:13]=[CH:12][C:11]([NH:14][C:15]2[N:20]3[N:21]=[CH:22][CH:23]=[C:19]3[CH:18]=[C:17]([C:24]3[CH:33]=[CH:32][C:31]4[C:26](=[CH:27][CH:28]=[C:29]([O:34][CH2:35][C:36]5[CH:41]=[CH:40][CH:39]=[CH:38][CH:37]=5)[CH:30]=4)[CH:25]=3)[N:16]=2)=[CH:10][CH:9]=1)(C)(C)C.C(O)(C(F)(F)F)=O. The catalyst is ClCCl. The product is [CH2:35]([O:34][C:29]1[CH:30]=[C:31]2[C:26](=[CH:27][CH:28]=1)[CH:25]=[C:24]([C:17]1[N:16]=[C:15]([NH:14][C:11]3[CH:12]=[CH:13][C:8]([NH2:7])=[CH:9][CH:10]=3)[N:20]3[N:21]=[CH:22][CH:23]=[C:19]3[CH:18]=1)[CH:33]=[CH:32]2)[C:36]1[CH:37]=[CH:38][CH:39]=[CH:40][CH:41]=1. The yield is 1.00.